Task: Regression. Given two drug SMILES strings and cell line genomic features, predict the synergy score measuring deviation from expected non-interaction effect.. Dataset: Merck oncology drug combination screen with 23,052 pairs across 39 cell lines (1) Drug 1: CN1C(=O)C=CC2(C)C3CCC4(C)C(NC(=O)OCC(F)(F)F)CCC4C3CCC12. Drug 2: CCN(CC)CCNC(=O)c1c(C)[nH]c(C=C2C(=O)Nc3ccc(F)cc32)c1C. Cell line: PA1. Synergy scores: synergy=8.69. (2) Drug 1: C#Cc1cccc(Nc2ncnc3cc(OCCOC)c(OCCOC)cc23)c1. Drug 2: CCc1c2c(nc3ccc(O)cc13)-c1cc3c(c(=O)n1C2)COC(=O)C3(O)CC. Cell line: A2780. Synergy scores: synergy=37.0. (3) Drug 1: N#Cc1ccc(Cn2cncc2CN2CCN(c3cccc(Cl)c3)C(=O)C2)cc1. Drug 2: COc1cc(C2c3cc4c(cc3C(OC3OC5COC(C)OC5C(O)C3O)C3COC(=O)C23)OCO4)cc(OC)c1O. Cell line: LNCAP. Synergy scores: synergy=18.5. (4) Drug 1: CC1CC2C3CCC4=CC(=O)C=CC4(C)C3(F)C(O)CC2(C)C1(O)C(=O)CO. Drug 2: COC1CC2CCC(C)C(O)(O2)C(=O)C(=O)N2CCCCC2C(=O)OC(C(C)CC2CCC(OP(C)(C)=O)C(OC)C2)CC(=O)C(C)C=C(C)C(O)C(OC)C(=O)C(C)CC(C)C=CC=CC=C1C. Cell line: RPMI7951. Synergy scores: synergy=11.2. (5) Drug 1: C#Cc1cccc(Nc2ncnc3cc(OCCOC)c(OCCOC)cc23)c1. Drug 2: NC1CCCCC1N.O=C(O)C(=O)O.[Pt+2]. Cell line: ZR751. Synergy scores: synergy=11.8.